Predict which catalyst facilitates the given reaction. From a dataset of Catalyst prediction with 721,799 reactions and 888 catalyst types from USPTO. (1) Reactant: N(C(OC(C)C)=O)=NC(OC(C)C)=O.[OH:15][C:16]1[CH:21]=[CH:20][C:19]([CH2:22][CH2:23][CH2:24][C:25]([O:27][CH3:28])=[O:26])=[CH:18][CH:17]=1.[CH3:29][NH:30][C:31]1[N:36]=[C:35]([CH:37](O)[CH3:38])[CH:34]=[CH:33][CH:32]=1.C1(P(C2C=CC=CC=2)C2C=CC=CC=2)C=CC=CC=1. Product: [CH3:29][NH:30][C:31]1[N:36]=[C:35]([CH2:37][CH2:38][O:15][C:16]2[CH:17]=[CH:18][C:19]([CH2:22][CH2:23][CH2:24][C:25]([O:27][CH3:28])=[O:26])=[CH:20][CH:21]=2)[CH:34]=[CH:33][CH:32]=1. The catalyst class is: 1. (2) Reactant: [Cl:1][C:2]1[C:7](=[O:8])[N:6]([C:9]2[CH:10]=[C:11]([CH:15]=[CH:16][C:17]=2[CH3:18])[C:12](O)=[O:13])[C:5]([CH3:19])=[N:4][C:3]=1[O:20][CH2:21][C:22]1[CH:27]=[CH:26][CH:25]=[C:24]([CH3:28])[CH:23]=1.[C:29](N1C=CN=C1)(N1C=CN=C1)=O.Cl.[CH3:42][N:43](C)[OH:44].C(N(CC)CC)C. Product: [Cl:1][C:2]1[C:7](=[O:8])[N:6]([C:9]2[CH:10]=[C:11]([CH:15]=[CH:16][C:17]=2[CH3:18])[C:12]([N:43]([O:44][CH3:29])[CH3:42])=[O:13])[C:5]([CH3:19])=[N:4][C:3]=1[O:20][CH2:21][C:22]1[CH:27]=[CH:26][CH:25]=[C:24]([CH3:28])[CH:23]=1. The catalyst class is: 7. (3) Reactant: [CH2:1]([S:4][S:5][CH2:6][CH:7]=[CH2:8])[CH:2]=[CH2:3].S([O-])(O[O-])(=O)=[O:10].[K+].[K+]. Product: [CH2:3]=[CH:2][CH2:1][S:4](=[O:10])[S:5][CH2:6][CH:7]=[CH2:8]. The catalyst class is: 40. (4) Reactant: [NH2:1][C:2]1[N:7]=[CH:6][C:5](/[CH:8]=[CH:9]/[C:10]([N:12]([CH3:24])[CH2:13][C:14]2[N:15]([CH3:23])[C:16]3[C:21]([CH:22]=2)=[CH:20][CH:19]=[CH:18][CH:17]=3)=[O:11])=[CH:4][CH:3]=1.C([O-])(O)=O.[Na+].[C:30](OC(=O)C)(=[O:32])[CH3:31]. Product: [C:30]([NH:1][C:2]1[N:7]=[CH:6][C:5](/[CH:8]=[CH:9]/[C:10]([N:12]([CH3:24])[CH2:13][C:14]2[N:15]([CH3:23])[C:16]3[C:21]([CH:22]=2)=[CH:20][CH:19]=[CH:18][CH:17]=3)=[O:11])=[CH:4][CH:3]=1)(=[O:32])[CH3:31]. The catalyst class is: 1. (5) Reactant: C1C=CC2N(O)N=NC=2C=1.CCN(C(C)C)C(C)C.[Cl:20][C:21]1[CH:29]=[CH:28][C:27]([Cl:30])=[CH:26][C:22]=1[C:23]([OH:25])=O.CCN=C=NCCCN(C)C.Cl.[C:43]([O:47][C:48]([N:50]1[CH2:55][CH2:54][NH:53][CH2:52][CH2:51]1)=[O:49])([CH3:46])([CH3:45])[CH3:44]. Product: [C:43]([O:47][C:48]([N:50]1[CH2:55][CH2:54][N:53]([C:23](=[O:25])[C:22]2[CH:26]=[C:27]([Cl:30])[CH:28]=[CH:29][C:21]=2[Cl:20])[CH2:52][CH2:51]1)=[O:49])([CH3:46])([CH3:44])[CH3:45]. The catalyst class is: 18.